Dataset: Experimentally validated miRNA-target interactions with 360,000+ pairs, plus equal number of negative samples. Task: Binary Classification. Given a miRNA mature sequence and a target amino acid sequence, predict their likelihood of interaction. (1) Result: 1 (interaction). The protein sequence of the target gene is MRRLLEPCWWILFLKITSSVLHYVVCFPALTEGYVGTLQESRQDSSVQIRRRKASGDPYWAYSGAYGPEHWVTSSVSCGGSHQSPIDILDHHARVGDEYQELQLDGFDNESSNKTWMKNTGKTVAILLKDDYFVSGAGLPGRFKAEKVEFHWGHSNGSAGSEHSVNGRRFPVEMQIFFYNPDDFDSFQTAISENRIIGAMAIFFQVSPRDNSALDPIIHGLKGVVHHEKETFLDPFILRDLLPASLGSYYRYTGSLTTPPCSEIVEWIVFRRPVPISYHQLEAFYSIFTTEQQDHVKSVE.... The miRNA is mmu-miR-425-5p with sequence AAUGACACGAUCACUCCCGUUGA. (2) The miRNA is ath-miR164a with sequence UGGAGAAGCAGGGCACGUGCA. The protein sequence of the target gene is MENFVLYEEIGRGSRTVVYKGRRKGTINFVAILCTEKCKRPEITNWVRLTHEIKHKNIVTFHEWYETSNHLWLVVELCTGGSLETVIAQDENLPEDVVREFGVDLVTGLHHLHRLGILFCDLSPGKILLEGPGTLKFSNFCLAKVAGESLEEFFALVAAEEGGGDSGENALKKSMKTRVRGSLIYAAPEIVKGTEFSVTSDLWSLGCLLYEMFSGKPPFFSETVSELVEKILYEDPLPPIPKDSSFPKASSDFLNLLDGLLQKDPQKRFSWEGVLQHPFWKDALRGEDSGWASEDSPFSR.... Result: 0 (no interaction). (3) The miRNA is mmu-miR-202-3p with sequence AGAGGUAUAGCGCAUGGGAAGA. The protein sequence of the target gene is MAAPPGEYFSVGSQVSCRTCQEQRLQGEVVAFDYQSKMLALKCPSSSGKPNHADILLINLQYVSEVEIINDRTETPPPLASLNVSKLASKARTEKEEKLSQAYAISAGVSLEGQQLFQTIHKTIKDCKWQEKNIVVMEEVVITPPYQVENCKGKEGSALSHVRKIVEKHFRDVESQKILQRSQAQQPQKEAALSS. Result: 0 (no interaction). (4) The miRNA is hsa-miR-4676-5p with sequence GAGCCAGUGGUGAGACAGUGA. The protein sequence of the target gene is MEGEPPPVEERRRLQEELNEFVESGCRTLEEVTASLGWDLDSLDPGEEEAAEDEVVICPYDSNHHMPKSSLAKHMASCRLRKMGYTKEEEDEMYNPEFFYENVKIPSITLNKDSQFQIIKQARTAVGKDSDCYNQRIYSSLPVEVPLNHKRFVCDLTQADRLALYDFVVEETKKKRSDSQIIENDSDLFVDLAAKINQDNSRKSPKSYLEILAEVRDYKRRRQSYRAKNVHITKKSYTEVIRDVINVHMEELSNHWQEEQEKAEDDAEKNEERRSASVDSRQSGGSYLDAECSRHRRDRS.... Result: 1 (interaction). (5) The miRNA is hsa-miR-26b-5p with sequence UUCAAGUAAUUCAGGAUAGGU. The protein sequence of the target gene is MWIPVVGLPRRLRLSALAGAGRFCILGSEAATRKHLPARNHCGLSDSSPQLWPEPDFRNPPRKASKASLDFKRYVTDRRLAETLAQIYLGKPSRPPHLLLECNPGPGILTQALLEAGAKVVALESDKTFIPHLESLGKNLDGKLRVIHCDFFKLDPRSGGVIKPPAMSSRGLFKNLGIEAVPWTADIPLKVVGMFPSRGEKRALWKLAYDLYSCTSIYKFGRIEVNMFIGEKEFQKLMADPGNPDLYHVLSVIWQLACEIKVLHMEPWSSFDIYTRKGPLENPKRRELLDQLQQKLYLIQ.... Result: 1 (interaction). (6) The miRNA is hsa-miR-4298 with sequence CUGGGACAGGAGGAGGAGGCAG. Result: 0 (no interaction). The protein sequence of the target gene is MDKVQSGFLILFLFLMECQLHLCLPYADGLHPTGNITGLPGSKRSQPPRNITKEPKVFFHKTQLPGIQGAASRSTAASPTNPMKFLRNKAIIRHRPALVKVILISSVAFSIALICGMAISYMIYRLAQAEERQQLESLYKNLRIPLLGDEEEGSEDEGESTHLLPENENELEKFIHSVIISKRSKNIKKKLKEEQNSVTENKTKNASHNGKMEDL. (7) The miRNA is hsa-miR-519d-3p with sequence CAAAGUGCCUCCCUUUAGAGUG. The protein sequence of the target gene is MAIDRRREAAGGGPGRQPAPAEENGSLPPGDAAASAPLGGRAGPGGGAEIQPLPPLHPGGGPHPSCCSAAAAPSLLLLDYDGSVLPFLGGLGGGYQKTLVLLTWIPALFIGFSQFSDSFLLDQPNFWCRGAGKGTELAGVTTTGRGGDMGNWTSLPTTPFATAPWEAAGNRSNSSGADGGDTPPLPSPPDKGDNASNCDCRAWDYGIRAGLVQNVVSKWDLVCDNAWKVHIAKFSLLVGLIFGYLITGCIADWVGRRPVLLFSIIFILIFGLTVALSVNVTMFSTLRFFEGFCLAGIILT.... Result: 1 (interaction).